The task is: Predict which catalyst facilitates the given reaction.. This data is from Catalyst prediction with 721,799 reactions and 888 catalyst types from USPTO. (1) Reactant: [O:1]=[C:2]1[N:6]2[C:7]([C:15]([F:18])([F:17])[F:16])=[CH:8][CH:9]=[C:10]([C:11]([O:13][CH3:14])=[O:12])[C:5]2=[N:4][NH:3]1.[C:19](=O)([O-])[O-].[K+].[K+].C(#N)C.CI. Product: [CH3:19][N:3]1[C:2](=[O:1])[N:6]2[C:7]([C:15]([F:18])([F:16])[F:17])=[CH:8][CH:9]=[C:10]([C:11]([O:13][CH3:14])=[O:12])[C:5]2=[N:4]1. The catalyst class is: 22. (2) Reactant: Br[C:2]1[CH:3]=[CH:4][C:5]([Cl:19])=[C:6]([CH:18]=1)[CH2:7][C:8]1[CH:17]=[CH:16][C:11]2[O:12][CH2:13][CH2:14][O:15][C:10]=2[CH:9]=1.C([Li])CCC.[CH2:25]([O:32][C@@H:33]1[C@@H:38]([O:39][CH2:40][C:41]2[CH:46]=[CH:45][CH:44]=[CH:43][CH:42]=2)[C@H:37]([O:47][CH2:48][C:49]2[CH:54]=[CH:53][CH:52]=[CH:51][CH:50]=2)[C@@H:36]([CH2:55][O:56][CH2:57][C:58]2[CH:63]=[CH:62][CH:61]=[CH:60][CH:59]=2)[S:35][C:34]1=[O:64])[C:26]1[CH:31]=[CH:30][CH:29]=[CH:28][CH:27]=1. Product: [CH2:25]([O:32][C@@H:33]1[C@@H:38]([O:39][CH2:40][C:41]2[CH:46]=[CH:45][CH:44]=[CH:43][CH:42]=2)[C@H:37]([O:47][CH2:48][C:49]2[CH:50]=[CH:51][CH:52]=[CH:53][CH:54]=2)[C@@H:36]([CH2:55][O:56][CH2:57][C:58]2[CH:59]=[CH:60][CH:61]=[CH:62][CH:63]=2)[S:35][C:34]1([C:2]1[CH:3]=[CH:4][C:5]([Cl:19])=[C:6]([CH2:7][C:8]2[CH:17]=[CH:16][C:11]3[O:12][CH2:13][CH2:14][O:15][C:10]=3[CH:9]=2)[CH:18]=1)[OH:64])[C:26]1[CH:31]=[CH:30][CH:29]=[CH:28][CH:27]=1. The catalyst class is: 7. (3) Product: [CH2:20]([O:19][C:16]1[CH:17]=[CH:18][C:13]([C:11]2[NH:27][C:3](=[O:2])[C:5]3[N:6]([CH:7]=[CH:8][CH:9]=3)[CH:10]=2)=[CH:14][CH:15]=1)[C:21]1[CH:26]=[CH:25][CH:24]=[CH:23][CH:22]=1. Reactant: C[O:2][C:3]([C:5]1[N:6]([CH2:10][C:11]([C:13]2[CH:18]=[CH:17][C:16]([O:19][CH2:20][C:21]3[CH:26]=[CH:25][CH:24]=[CH:23][CH:22]=3)=[CH:15][CH:14]=2)=O)[CH:7]=[CH:8][CH:9]=1)=O.[NH3:27]. The catalyst class is: 5. (4) Reactant: Cl.[F:2][C:3]1[CH:4]=[CH:5][C:6]2[N:15]=[C:14](N)[C:13]3[CH:12]=[C:11]([CH3:17])[S:10][C:9]=3[NH:8][C:7]=2[CH:18]=1.CC[OH:21].C(=O)([O-])[O-].[K+].[K+]. Product: [F:2][C:3]1[CH:4]=[CH:5][C:6]2[NH:15][C:14](=[O:21])[C:13]3[CH:12]=[C:11]([CH3:17])[S:10][C:9]=3[NH:8][C:7]=2[CH:18]=1. The catalyst class is: 6. (5) Reactant: [NH2:1][CH:2]1[C:11]2[C:6](=[CH:7][CH:8]=[C:9]([N+:12]([O-:14])=[O:13])[CH:10]=2)[NH:5][CH:4]([C:15]([CH3:19])([CH3:18])[CH2:16][OH:17])[CH2:3]1.[C:20](Cl)(=[O:23])[CH2:21][CH3:22].O.C(OCC)(=O)C. Product: [OH:17][CH2:16][C:15]([CH:4]1[CH2:3][CH:2]([NH:1][C:20](=[O:23])[CH2:21][CH3:22])[C:11]2[C:6](=[CH:7][CH:8]=[C:9]([N+:12]([O-:14])=[O:13])[CH:10]=2)[NH:5]1)([CH3:19])[CH3:18]. The catalyst class is: 17. (6) Reactant: [CH3:1][N:2]1[CH:6]=[C:5]([C:7]2[CH:8]=[C:9]3[C:15]([C:16]4[CH:21]=[CH:20][CH:19]=[CH:18][CH:17]=4)=[N:14][N:13](C4CCCCO4)[C:10]3=[CH:11][N:12]=2)[CH:4]=[N:3]1.Cl. Product: [CH3:1][N:2]1[CH:6]=[C:5]([C:7]2[CH:8]=[C:9]3[C:15]([C:16]4[CH:17]=[CH:18][CH:19]=[CH:20][CH:21]=4)=[N:14][NH:13][C:10]3=[CH:11][N:12]=2)[CH:4]=[N:3]1. The catalyst class is: 24. (7) Reactant: ClCCl.[CH3:4][C:5]1[C:14]2[C:9](=[CH:10][CH:11]=[CH:12][CH:13]=2)[N:8]=[C:7]([CH2:15][N:16]2[C:25](=[O:26])[C:24]3[N:23]([CH2:27][C:28]#[C:29][CH3:30])[C:22]([N:31]4[CH2:36][CH2:35][CH2:34][C@@H:33]([NH:37]C(OC(C)(C)C)=O)[CH2:32]4)=[N:21][C:20]=3[N:19]([CH3:45])[C:17]2=[O:18])[N:6]=1. Product: [CH3:4][C:5]1[C:14]2[C:9](=[CH:10][CH:11]=[CH:12][CH:13]=2)[N:8]=[C:7]([CH2:15][N:16]2[C:25](=[O:26])[C:24]3[N:23]([CH2:27][C:28]#[C:29][CH3:30])[C:22]([N:31]4[CH2:36][CH2:35][CH2:34][C@@H:33]([NH2:37])[CH2:32]4)=[N:21][C:20]=3[N:19]([CH3:45])[C:17]2=[O:18])[N:6]=1. The catalyst class is: 6.